Dataset: Full USPTO retrosynthesis dataset with 1.9M reactions from patents (1976-2016). Task: Predict the reactants needed to synthesize the given product. (1) Given the product [C:18]([C:16]1[CH:15]=[CH:14][C:13]2[N:9]([CH:4]3[CH2:5][CH2:6][CH2:7][CH2:8][O:3]3)[N:10]=[N:11][C:12]=2[CH:17]=1)#[CH:19], predict the reactants needed to synthesize it. The reactants are: N#N.[O:3]1[CH2:8][CH2:7][CH2:6][CH2:5][CH:4]1[N:9]1[C:13]2[CH:14]=[CH:15][C:16]([C:18]#[C:19][Si](C)(C)C)=[CH:17][C:12]=2[N:11]=[N:10]1.C([O-])([O-])=O.[K+].[K+]. (2) The reactants are: [C:1]1(=[CH:10]/[CH2:11][C:12]([O:14][CH2:15][CH3:16])=[O:13])/[C:2]2[N:3]([CH:7]=[CH:8][CH:9]=2)[CH2:4][CH2:5][NH:6]/1. Given the product [CH:1]1([CH2:10][CH2:11][C:12]([O:14][CH2:15][CH3:16])=[O:13])[NH:6][CH2:5][CH2:4][N:3]2[CH:7]=[CH:8][CH:9]=[C:2]12, predict the reactants needed to synthesize it. (3) Given the product [NH2:25][C:21]1[CH:20]=[C:19]([C@H:12]([N:2]([CH3:1])[C:3](=[O:11])[CH2:4][C:5]2[CH:10]=[CH:9][CH:8]=[CH:7][N:6]=2)[CH2:13][N:14]2[CH2:15][CH2:16][CH2:17][CH2:18]2)[CH:24]=[CH:23][CH:22]=1, predict the reactants needed to synthesize it. The reactants are: [CH3:1][N:2]([C@@H:12]([C:19]1[CH:24]=[CH:23][CH:22]=[C:21]([N+:25]([O-])=O)[CH:20]=1)[CH2:13][N:14]1[CH2:18][CH2:17][CH2:16][CH2:15]1)[C:3](=[O:11])[CH2:4][C:5]1[CH:10]=[CH:9][CH:8]=[CH:7][N:6]=1.O.NN.